From a dataset of TCR-epitope binding with 47,182 pairs between 192 epitopes and 23,139 TCRs. Binary Classification. Given a T-cell receptor sequence (or CDR3 region) and an epitope sequence, predict whether binding occurs between them. (1) The epitope is TLDSKTQSL. The TCR CDR3 sequence is CASSSSGLRSFF. Result: 0 (the TCR does not bind to the epitope). (2) The epitope is PROT_97E67BCC. The TCR CDR3 sequence is CASRVRAQGYTF. Result: 1 (the TCR binds to the epitope). (3) The epitope is KRWIILGLNK. The TCR CDR3 sequence is CASSTGTVYNEQFF. Result: 1 (the TCR binds to the epitope).